From a dataset of Full USPTO retrosynthesis dataset with 1.9M reactions from patents (1976-2016). Predict the reactants needed to synthesize the given product. (1) Given the product [CH2:1]([O:8][C:9]([N:11]1[CH2:14][CH:13]([O:15][Si:16]([C:29]([CH3:32])([CH3:31])[CH3:30])([C:23]2[CH:24]=[CH:25][CH:26]=[CH:27][CH:28]=2)[C:17]2[CH:22]=[CH:21][CH:20]=[CH:19][CH:18]=2)[CH2:12]1)=[O:10])[C:2]1[CH:7]=[CH:6][CH:5]=[CH:4][CH:3]=1, predict the reactants needed to synthesize it. The reactants are: [CH2:1]([O:8][C:9]([N:11]1[CH2:14][CH:13]([OH:15])[CH2:12]1)=[O:10])[C:2]1[CH:7]=[CH:6][CH:5]=[CH:4][CH:3]=1.[Si:16](Cl)([C:29]([CH3:32])([CH3:31])[CH3:30])([C:23]1[CH:28]=[CH:27][CH:26]=[CH:25][CH:24]=1)[C:17]1[CH:22]=[CH:21][CH:20]=[CH:19][CH:18]=1.N1C=CN=C1. (2) Given the product [F:1][C:2]1[CH:7]=[C:6]([F:8])[CH:5]=[CH:4][C:3]=1[C@:9]([OH:25])([C:16]([C:18]1[CH:19]=[CH:20][C:21]([I:24])=[CH:22][CH:23]=1)=[CH2:17])[CH2:10][N:11]1[CH:15]=[N:14][CH:13]=[N:12]1, predict the reactants needed to synthesize it. The reactants are: [F:1][C:2]1[CH:7]=[C:6]([F:8])[CH:5]=[CH:4][C:3]=1[C@:9]([OH:25])([C:16]([C:18]1[CH:23]=[CH:22][C:21]([I:24])=[CH:20][CH:19]=1)=[CH2:17])[CH2:10][N:11]1[CH:15]=[N:14][CH:13]=[N:12]1.BrC1C2C(C)(C)C(CS([O-])(=O)=O)(CC2)C1=O.[OH-].[Na+]. (3) Given the product [O:1]=[C:2]1[C:11]2[C:6](=[CH:7][CH:8]=[CH:9][CH:10]=2)[N:5]=[C:4]([CH2:12][CH2:13][CH2:14][C:15]([N:25]2[CH2:30][CH2:29][CH:28]([C:31]3[O:35][C:34]([C:36]4[CH:37]=[C:38]([CH:41]=[CH:42][CH:43]=4)[C:39]#[N:40])=[N:33][N:32]=3)[CH2:27][CH2:26]2)=[O:17])[NH:3]1, predict the reactants needed to synthesize it. The reactants are: [O:1]=[C:2]1[C:11]2[C:6](=[CH:7][CH:8]=[CH:9][CH:10]=2)[N:5]=[C:4]([CH2:12][CH2:13][CH2:14][C:15]([OH:17])=O)[NH:3]1.FC(F)(F)C(O)=O.[NH:25]1[CH2:30][CH2:29][CH:28]([C:31]2[O:35][C:34]([C:36]3[CH:37]=[C:38]([CH:41]=[CH:42][CH:43]=3)[C:39]#[N:40])=[N:33][N:32]=2)[CH2:27][CH2:26]1. (4) Given the product [CH3:12][C:9]1([CH3:13])[CH2:10][CH2:11][C:2]([CH3:14])([CH3:1])[C:3]2[CH:4]=[C:5]([C:20]([C:19]3[CH:23]=[CH:24][CH:25]=[CH:26][C:18]=3[N+:15]([O-:17])=[O:16])=[O:21])[CH:6]=[CH:7][C:8]1=2, predict the reactants needed to synthesize it. The reactants are: [CH3:1][C:2]1([CH3:14])[CH2:11][CH2:10][C:9]([CH3:13])([CH3:12])[C:8]2[CH:7]=[CH:6][CH:5]=[CH:4][C:3]1=2.[N+:15]([C:18]1[CH:26]=[CH:25][CH:24]=[CH:23][C:19]=1[C:20](Cl)=[O:21])([O-:17])=[O:16].[Al+3].[Cl-].[Cl-].[Cl-].O.